Task: Predict the reactants needed to synthesize the given product.. Dataset: Full USPTO retrosynthesis dataset with 1.9M reactions from patents (1976-2016) (1) Given the product [Cl:1][C:2]1[CH:3]=[CH:4][C:5]([O:6][C:7](=[O:8])[N:9]([CH2:11][C@H:12]2[CH2:13][CH2:14][C@H:15]([C:18](=[O:20])[N:30]([CH2:31][CH2:32][CH2:33][OH:34])[CH3:29])[CH2:16][CH2:17]2)[CH3:10])=[CH:21][CH:22]=1, predict the reactants needed to synthesize it. The reactants are: [Cl:1][C:2]1[CH:22]=[CH:21][C:5]([O:6][C:7]([N:9]([CH2:11][C@H:12]2[CH2:17][CH2:16][C@H:15]([C:18]([OH:20])=O)[CH2:14][CH2:13]2)[CH3:10])=[O:8])=[CH:4][CH:3]=1.C(Cl)(=O)C(Cl)=O.[CH3:29][NH:30][CH2:31][CH2:32][CH2:33][OH:34]. (2) Given the product [CH3:12][C:11]1[CH:10]=[C:9]([CH2:13][CH2:14][C:15](=[O:16])[C:17]2[S:18][C:19]([CH3:28])=[C:20]3[CH2:25][C:24]([CH3:27])([CH3:26])[CH2:23][CH2:22][C:21]=23)[CH:8]=[C:7]([CH3:29])[C:6]=1[O:5][CH2:4][CH2:3][CH2:2][O:1][S:40]([CH3:39])(=[O:42])=[O:41], predict the reactants needed to synthesize it. The reactants are: [OH:1][CH2:2][CH2:3][CH2:4][O:5][C:6]1[C:11]([CH3:12])=[CH:10][C:9]([CH2:13][CH2:14][C:15]([C:17]2[S:18][C:19]([CH3:28])=[C:20]3[CH2:25][C:24]([CH3:27])([CH3:26])[CH2:23][CH2:22][C:21]=23)=[O:16])=[CH:8][C:7]=1[CH3:29].CCN(C(C)C)C(C)C.[CH3:39][S:40](Cl)(=[O:42])=[O:41]. (3) Given the product [N+:13]([C:8]1[CH:9]=[C:5]([C:3](=[O:4])[C:2]([Cl:1])([Cl:11])[Cl:12])[N:6]([CH3:10])[CH:7]=1)([O-:15])=[O:14], predict the reactants needed to synthesize it. The reactants are: [Cl:1][C:2]([Cl:12])([Cl:11])[C:3]([C:5]1[N:6]([CH3:10])[CH:7]=[CH:8][CH:9]=1)=[O:4].[N+:13]([O-])([OH:15])=[O:14]. (4) Given the product [C:8]1([C:2]2[CH:7]=[CH:6][CH:5]=[CH:4][N:3]=2)[CH:13]=[CH:12][CH:11]=[CH:10][CH:9]=1, predict the reactants needed to synthesize it. The reactants are: Cl[C:2]1[CH:7]=[CH:6][CH:5]=[CH:4][N:3]=1.[C:8]1(B(O)O)[CH:13]=[CH:12][CH:11]=[CH:10][CH:9]=1.C([O-])([O-])=O.[K+].[K+]. (5) Given the product [Cl:1][C:2]1[CH:3]=[N:4][CH:5]=[C:6]([Cl:10])[C:7]=1[CH:8]([C:13]1[C:12]([Cl:11])=[CH:17][C:16]([Cl:18])=[CH:15][C:14]=1[Cl:19])[C:17]1[C:12]([Cl:11])=[CH:13][C:14]([Cl:19])=[CH:15][C:16]=1[Cl:18], predict the reactants needed to synthesize it. The reactants are: [Cl:1][C:2]1[CH:3]=[N:4][CH:5]=[C:6]([Cl:10])[C:7]=1[CH:8]=O.[Cl:11][C:12]1[CH:17]=[C:16]([Cl:18])[CH:15]=[C:14]([Cl:19])[CH:13]=1.FC(F)(F)S(O)(=O)=O.C(=O)([O-])O.[Na+].